From a dataset of Catalyst prediction with 721,799 reactions and 888 catalyst types from USPTO. Predict which catalyst facilitates the given reaction. Product: [Br:1][C:2]1[C:3]([NH:9][CH2:15][C:14]([CH3:16])=[CH2:13])=[N:4][C:5]([Cl:8])=[N:6][CH:7]=1. The catalyst class is: 3. Reactant: [Br:1][C:2]1[C:3]([NH2:9])=[N:4][C:5]([Cl:8])=[N:6][CH:7]=1.[H-].[Na+].Cl[CH2:13][C:14]([CH3:16])=[CH2:15].